This data is from Reaction yield outcomes from USPTO patents with 853,638 reactions. The task is: Predict the reaction yield, written as a fraction of the theoretical maximum amount of product (1.0 means a 100% yield; for example, 0.34 means a 34% yield). (1) The reactants are [C:1]1([S:7]([CH:9]([P:44]([OH:47])([OH:46])=[O:45])[CH2:10][CH:11]2[O:15][CH:14]([N:16]3[CH:24]=[N:23][C:22]4[C:17]3=[N:18][CH:19]=[N:20][C:21]=4[NH:25]C(=O)C3C=CC=CC=3)[CH:13]([O:34]C(=O)C3C=CC=CC=3)[CH:12]2[F:43])=[O:8])[CH:6]=[CH:5][CH:4]=[CH:3][CH:2]=1.NC1NC(=O)C2N=CN([C@@H]3O[C@H](CC(P(=O)(O)O)SC4C=CC=CC=4)[C@@H](F)[C@H]3O)C=2N=1. No catalyst specified. The product is [NH2:25][C:21]1[N:20]=[CH:19][N:18]=[C:17]2[C:22]=1[N:23]=[CH:24][N:16]2[CH:14]1[O:15][CH:11]([CH2:10][CH:9]([P:44](=[O:45])([OH:46])[OH:47])[S:7]([C:1]2[CH:2]=[CH:3][CH:4]=[CH:5][CH:6]=2)=[O:8])[CH:12]([F:43])[CH:13]1[OH:34]. The yield is 1.00. (2) The reactants are [BH4-].[Na+].CO.[CH3:5][O:6][C:7](=[O:33])[CH2:8][O:9][CH2:10][C:11]#[C:12][CH2:13][N:14]1[C:19](=[O:20])[CH2:18][CH2:17][CH2:16][C@@H:15]1/[CH:21]=[CH:22]/[C:23](=[O:32])[CH2:24][C:25]1[CH:30]=[CH:29][CH:28]=[C:27]([Cl:31])[CH:26]=1. The catalyst is C(Cl)Cl. The product is [CH3:5][O:6][C:7](=[O:33])[CH2:8][O:9][CH2:10][C:11]#[C:12][CH2:13][N:14]1[C:19](=[O:20])[CH2:18][CH2:17][CH2:16][C@@H:15]1/[CH:21]=[CH:22]/[CH:23]([OH:32])[CH2:24][C:25]1[CH:30]=[CH:29][CH:28]=[C:27]([Cl:31])[CH:26]=1.[Cl:31][C:27]1[CH:26]=[C:25]([CH2:24][CH:23]([OH:32])/[CH:22]=[CH:21]/[C@@H:15]2[N:14]([CH2:13][C:12]#[C:11][CH2:10][O:9][CH2:8][CH2:7][OH:6])[C:19](=[O:20])[CH2:18][CH2:17][CH2:16]2)[CH:30]=[CH:29][CH:28]=1. The yield is 0.460. (3) The reactants are [F:1][C:2]1[CH:7]=[CH:6][C:5]([CH2:8][C@@H:9]([NH:33]C(=O)OC(C)(C)C)[C:10](=[O:32])[NH:11][C:12]2[CH:13]=[C:14]3[C:30](=[O:31])[NH:29][N:28]=[CH:27][C:16]4=[C:17]([C:21]5[CH:26]=[CH:25][CH:24]=[CH:23][CH:22]=5)[NH:18][C:19]([CH:20]=2)=[C:15]34)=[CH:4][CH:3]=1.[ClH:41].C(N(CC)CC)C. The catalyst is O1CCOCC1. The product is [ClH:41].[NH2:33][C@H:9]([CH2:8][C:5]1[CH:4]=[CH:3][C:2]([F:1])=[CH:7][CH:6]=1)[C:10]([NH:11][C:12]1[CH:13]=[C:14]2[C:30](=[O:31])[NH:29][N:28]=[CH:27][C:16]3=[C:17]([C:21]4[CH:26]=[CH:25][CH:24]=[CH:23][CH:22]=4)[NH:18][C:19]([CH:20]=1)=[C:15]23)=[O:32]. The yield is 0.490. (4) The product is [Br:14][C:15]1[C:16]2[O:34][CH2:33][CH2:32][C:31](=[CH:3][C:1]#[N:2])[C:17]=2[CH:18]=[C:19]2[C:23]=1[N:22]([C:24]1[CH:25]=[CH:26][C:27]([F:30])=[CH:28][CH:29]=1)[N:21]=[CH:20]2. The catalyst is COCCOC. The reactants are [C:1]([CH2:3]P(=O)(OCC)OCC)#[N:2].[H-].[Na+].[Br:14][C:15]1[C:16]2[O:34][CH2:33][CH2:32][C:31](=O)[C:17]=2[CH:18]=[C:19]2[C:23]=1[N:22]([C:24]1[CH:29]=[CH:28][C:27]([F:30])=[CH:26][CH:25]=1)[N:21]=[CH:20]2. The yield is 0.180. (5) The reactants are Br[C:2]1[N:7]=[C:6]([C:8]([N:10]2[CH2:14][CH2:13][C@@H:12]([C:15]3[CH:20]=[CH:19][CH:18]=[CH:17][C:16]=3[C:21]([F:24])([F:23])[F:22])[CH2:11]2)=[O:9])[CH:5]=[CH:4][CH:3]=1.[NH:25]1[CH2:30][CH2:29][CH2:28][CH2:27][CH2:26]1.CC(C)([O-])C.[Na+].[Cl-].[NH4+]. The catalyst is C1(C)C=CC=CC=1.C1C=CC(/C=C/C(/C=C/C2C=CC=CC=2)=O)=CC=1.C1C=CC(/C=C/C(/C=C/C2C=CC=CC=2)=O)=CC=1.C1C=CC(/C=C/C(/C=C/C2C=CC=CC=2)=O)=CC=1.[Pd].[Pd].CC1(C)C2C(=C(P(C3C=CC=CC=3)C3C=CC=CC=3)C=CC=2)OC2C(P(C3C=CC=CC=3)C3C=CC=CC=3)=CC=CC1=2. The product is [N:25]1([C:2]2[N:7]=[C:6]([C:8]([N:10]3[CH2:14][CH2:13][C@@H:12]([C:15]4[CH:20]=[CH:19][CH:18]=[CH:17][C:16]=4[C:21]([F:24])([F:23])[F:22])[CH2:11]3)=[O:9])[CH:5]=[CH:4][CH:3]=2)[CH2:30][CH2:29][CH2:28][CH2:27][CH2:26]1. The yield is 0.640. (6) The reactants are [C:1]([O:5][C:6](=[O:17])[C:7]([C:9]1[C:10]([F:16])=[N:11][C:12]([F:15])=[CH:13][CH:14]=1)=O)([CH3:4])([CH3:3])[CH3:2].[C:18]([NH:22][NH2:23])([CH3:21])([CH3:20])[CH3:19].C(N(CC)CC)C. The catalyst is CCO. The product is [C:1]([O:5][C:6](=[O:17])[C:7](=[N:23][NH:22][C:18]([CH3:21])([CH3:20])[CH3:19])[C:9]1[C:10]([F:16])=[N:11][C:12]([F:15])=[CH:13][CH:14]=1)([CH3:4])([CH3:3])[CH3:2]. The yield is 0.220. (7) The reactants are [N+:1]([CH2:4][CH:5]([C:7]1[CH:12]=[CH:11][C:10]([O:13][C:14]2[CH:19]=[CH:18][CH:17]=[CH:16][CH:15]=2)=[CH:9][CH:8]=1)[O-])([O-:3])=[O:2].[Na+].C(OC(=O)C)(=O)C.C(N(CC)CC)C. The catalyst is O1CCCC1. The product is [N+:1](/[CH:4]=[CH:5]/[C:7]1[CH:12]=[CH:11][C:10]([O:13][C:14]2[CH:19]=[CH:18][CH:17]=[CH:16][CH:15]=2)=[CH:9][CH:8]=1)([O-:3])=[O:2]. The yield is 0.700. (8) The reactants are F[C:2]1[CH:13]=[CH:12][C:5]([C:6]([O:8][CH:9]([CH3:11])[CH3:10])=[O:7])=[C:4]([C:14]([F:17])([F:16])[F:15])[CH:3]=1.CN1CCN(C)C1=O.[F:26][C@H:27]([CH3:30])[CH2:28][OH:29].C(=O)([O-])[O-].[Cs+].[Cs+]. The catalyst is C1(C)C=CC=CC=1. The product is [F:26][C@H:27]([CH3:30])[CH2:28][O:29][C:2]1[CH:13]=[CH:12][C:5]([C:6]([O:8][CH:9]([CH3:11])[CH3:10])=[O:7])=[C:4]([C:14]([F:17])([F:16])[F:15])[CH:3]=1. The yield is 0.778.